From a dataset of NCI-60 drug combinations with 297,098 pairs across 59 cell lines. Regression. Given two drug SMILES strings and cell line genomic features, predict the synergy score measuring deviation from expected non-interaction effect. (1) Drug 1: C1CC(=O)NC(=O)C1N2CC3=C(C2=O)C=CC=C3N. Drug 2: CN(CC1=CN=C2C(=N1)C(=NC(=N2)N)N)C3=CC=C(C=C3)C(=O)NC(CCC(=O)O)C(=O)O. Cell line: PC-3. Synergy scores: CSS=40.7, Synergy_ZIP=3.62, Synergy_Bliss=2.66, Synergy_Loewe=5.09, Synergy_HSA=5.70. (2) Drug 1: CCC(=C(C1=CC=CC=C1)C2=CC=C(C=C2)OCCN(C)C)C3=CC=CC=C3.C(C(=O)O)C(CC(=O)O)(C(=O)O)O. Drug 2: CC12CCC3C(C1CCC2OP(=O)(O)O)CCC4=C3C=CC(=C4)OC(=O)N(CCCl)CCCl.[Na+]. Cell line: 786-0. Synergy scores: CSS=2.55, Synergy_ZIP=5.10, Synergy_Bliss=-0.0828, Synergy_Loewe=-2.10, Synergy_HSA=-0.750. (3) Drug 1: CS(=O)(=O)CCNCC1=CC=C(O1)C2=CC3=C(C=C2)N=CN=C3NC4=CC(=C(C=C4)OCC5=CC(=CC=C5)F)Cl. Drug 2: C1CC(=O)NC(=O)C1N2C(=O)C3=CC=CC=C3C2=O. Cell line: M14. Synergy scores: CSS=-9.39, Synergy_ZIP=7.65, Synergy_Bliss=5.65, Synergy_Loewe=-5.78, Synergy_HSA=-4.93. (4) Drug 1: C(=O)(N)NO. Drug 2: CN(C(=O)NC(C=O)C(C(C(CO)O)O)O)N=O. Cell line: HS 578T. Synergy scores: CSS=0.365, Synergy_ZIP=-1.35, Synergy_Bliss=-2.58, Synergy_Loewe=-4.52, Synergy_HSA=-3.17.